From a dataset of Full USPTO retrosynthesis dataset with 1.9M reactions from patents (1976-2016). Predict the reactants needed to synthesize the given product. (1) Given the product [C:17]([N:11]1[CH2:16][CH2:15][N:14]([C:8]2[CH:7]=[CH:6][C:3]([CH2:4][N:26]3[CH2:27][CH:23]4[CH2:22][N:21]([C:28]([O:30][N:39]5[C:40](=[O:41])[CH2:35][CH2:36][C:37]5=[O:38])=[O:29])[CH2:20][CH:24]4[CH2:25]3)=[C:2]([F:1])[CH:9]=2)[CH2:13][CH2:12]1)(=[O:19])[CH3:18], predict the reactants needed to synthesize it. The reactants are: [F:1][C:2]1[CH:9]=[C:8](F)[CH:7]=[CH:6][C:3]=1[CH:4]=O.[N:11]1([C:17](=[O:19])[CH3:18])[CH2:16][CH2:15][NH:14][CH2:13][CH2:12]1.[CH2:20]1[CH:24]2[CH2:25][NH:26][CH2:27][CH:23]2[CH2:22][N:21]1[C:28]([O:30]C(C)(C)C)=[O:29].[CH2:35]1[C:40](=[O:41])[N:39](OC(O[N:39]2[C:40](=[O:41])[CH2:35][CH2:36][C:37]2=[O:38])=O)[C:37](=[O:38])[CH2:36]1. (2) Given the product [CH2:12]([O:11][C:4]1[CH:3]=[C:2]([F:1])[C:7]([CH2:8][OH:9])=[C:6]([F:10])[CH:5]=1)[CH3:13], predict the reactants needed to synthesize it. The reactants are: [F:1][C:2]1[CH:3]=[C:4]([OH:11])[CH:5]=[C:6]([F:10])[C:7]=1[CH2:8][OH:9].[CH2:12](Br)[CH3:13]. (3) Given the product [NH2:1][C:2]1[N:3]=[CH:4][C:5]([C:21]2[CH:31]=[CH:30][C:24]([C:25]([N:27]([CH3:29])[CH3:28])=[O:26])=[CH:23][CH:22]=2)=[N:6][C:7]=1[C:8]1[O:9][C:10]([C:13]2[CH:18]=[CH:17][CH:16]=[C:15]([CH2:19][CH2:20][OH:32])[CH:14]=2)=[N:11][N:12]=1, predict the reactants needed to synthesize it. The reactants are: [NH2:1][C:2]1[N:3]=[CH:4][C:5]([C:21]2[CH:31]=[CH:30][C:24]([C:25]([N:27]([CH3:29])[CH3:28])=[O:26])=[CH:23][CH:22]=2)=[N:6][C:7]=1[C:8]1[O:9][C:10]([C:13]2[CH:18]=[CH:17][CH:16]=[C:15]([CH:19]=[CH2:20])[CH:14]=2)=[N:11][N:12]=1.[OH2:32].OO.[OH-].[Na+]. (4) The reactants are: [CH2:1]([O:8][C:9]1[CH:14]=[CH:13][C:12]([CH2:15][CH2:16][CH2:17][CH2:18][OH:19])=[CH:11][CH:10]=1)[C:2]1[CH:7]=[CH:6][CH:5]=[CH:4][CH:3]=1.[CH2:20]([S:22](Cl)(=[O:24])=[O:23])C. Given the product [CH3:20][S:22]([O:19][CH2:18][CH2:17][CH2:16][CH2:15][C:12]1[CH:11]=[CH:10][C:9]([O:8][CH2:1][C:2]2[CH:3]=[CH:4][CH:5]=[CH:6][CH:7]=2)=[CH:14][CH:13]=1)(=[O:24])=[O:23], predict the reactants needed to synthesize it. (5) Given the product [CH2:11]([N:16]1[CH:21]=[CH:20][C:19]([C:9]2[CH:8]=[CH:26][N:6]3[N:7]=[CH:3][CH:4]=[C:5]3[N:10]=2)=[CH:18][C:17]1=[O:25])[CH2:12][CH:13]([CH3:15])[CH3:14], predict the reactants needed to synthesize it. The reactants are: ClC1[CH:3]=[CH:4][C:5]2[N:6]([CH:8]=[CH:9][N:10]=2)[N:7]=1.[CH2:11]([N:16]1[CH:21]=[CH:20][C:19](B(O)O)=[CH:18][C:17]1=[O:25])[CH2:12][CH:13]([CH3:15])[CH3:14].[C:26](=O)([O-])[O-].[K+].[K+]. (6) Given the product [CH2:6]([O:8][NH:9][C:10](=[O:31])[C:11]1[CH:16]=[CH:15][C:14]([CH3:17])=[C:13]([N:18]2[C:27](=[O:28])[C:26]3[C:21](=[CH:22][CH:23]=[C:24]([CH2:29][N:4]([CH:1]([CH3:3])[CH3:2])[CH3:5])[CH:25]=3)[N:20]=[CH:19]2)[CH:12]=1)[CH3:7], predict the reactants needed to synthesize it. The reactants are: [CH:1]([NH:4][CH3:5])([CH3:3])[CH3:2].[CH2:6]([O:8][NH:9][C:10](=[O:31])[C:11]1[CH:16]=[CH:15][C:14]([CH3:17])=[C:13]([N:18]2[C:27](=[O:28])[C:26]3[C:21](=[CH:22][CH:23]=[C:24]([CH:29]=O)[CH:25]=3)[N:20]=[CH:19]2)[CH:12]=1)[CH3:7].C(O[BH3-])(=O)C.[Na+].